From a dataset of Forward reaction prediction with 1.9M reactions from USPTO patents (1976-2016). Predict the product of the given reaction. (1) Given the reactants [C:1]([O:5][C:6]([N:8]1[CH2:13][CH2:12][CH:11]([NH:14][C:15]2[CH:20]=[CH:19][C:18]([F:21])=[C:17]([F:22])[CH:16]=2)[CH2:10][CH2:9]1)=[O:7])([CH3:4])([CH3:3])[CH3:2].[CH3:23][O:24][C:25]1[CH:26]=[C:27]([C:35]2[CH:36]=[C:37]([CH:40]=[CH:41][CH:42]=2)[CH2:38]Cl)[CH:28]=[C:29]([O:33][CH3:34])[C:30]=1[O:31][CH3:32], predict the reaction product. The product is: [C:1]([O:5][C:6]([N:8]1[CH2:13][CH2:12][CH:11]([N:14]([C:15]2[CH:20]=[CH:19][C:18]([F:21])=[C:17]([F:22])[CH:16]=2)[CH2:38][C:37]2[CH:40]=[CH:41][CH:42]=[C:35]([C:27]3[CH:28]=[C:29]([O:33][CH3:34])[C:30]([O:31][CH3:32])=[C:25]([O:24][CH3:23])[CH:26]=3)[CH:36]=2)[CH2:10][CH2:9]1)=[O:7])([CH3:4])([CH3:2])[CH3:3]. (2) Given the reactants [CH3:1][O:2][C:3]1[C:4]([CH:33]=[C:34]([CH3:36])[CH3:35])=[CH:5][C:6]2[C:12]3[N:13]([C:28]4[CH:32]=[CH:31][S:30][CH:29]=4)[N:14]=[C:15]([C:16]([N:18]4[CH2:24][CH2:23][CH2:22][CH:21]([C:25]([OH:27])=O)[CH2:20][CH2:19]4)=[O:17])[C:11]=3[CH2:10][O:9][C:7]=2[CH:8]=1.C(Cl)Cl.[CH:40]([N:43](CC)[CH:44](C)C)(C)C.Cl.CNC.C(P1(=O)OP(=O)(CCC)OP(=O)(CCC)O1)CC, predict the reaction product. The product is: [CH3:40][N:43]([CH3:44])[C:25]([CH:21]1[CH2:22][CH2:23][CH2:24][N:18]([C:16]([C:15]2[C:11]3[CH2:10][O:9][C:7]4[CH:8]=[C:3]([O:2][CH3:1])[C:4]([CH:33]=[C:34]([CH3:35])[CH3:36])=[CH:5][C:6]=4[C:12]=3[N:13]([C:28]3[CH:32]=[CH:31][S:30][CH:29]=3)[N:14]=2)=[O:17])[CH2:19][CH2:20]1)=[O:27].